This data is from Reaction yield outcomes from USPTO patents with 853,638 reactions. The task is: Predict the reaction yield, written as a fraction of the theoretical maximum amount of product (1.0 means a 100% yield; for example, 0.34 means a 34% yield). (1) The reactants are [OH:1][C:2]([C:41]1[S:42][CH:43]=[CH:44][CH:45]=1)([C:36]1[S:37][CH:38]=[CH:39][CH:40]=1)[C:3]([O:5][C@H:6]1[CH2:11][CH2:10][C@H:9]([N:12]([CH3:35])[CH2:13][CH2:14][CH2:15][C:16]2[O:20][N:19]=[C:18]([C:21]3[CH:26]=[CH:25][C:24]([CH2:27][O:28]C4CCCCO4)=[CH:23][CH:22]=3)[N:17]=2)[CH2:8][CH2:7]1)=[O:4].Cl.C(=O)(O)[O-]. The catalyst is O1CCCC1. The product is [OH:1][C:2]([C:36]1[S:37][CH:38]=[CH:39][CH:40]=1)([C:41]1[S:42][CH:43]=[CH:44][CH:45]=1)[C:3]([O:5][C@H:6]1[CH2:7][CH2:8][C@H:9]([N:12]([CH2:13][CH2:14][CH2:15][C:16]2[O:20][N:19]=[C:18]([C:21]3[CH:26]=[CH:25][C:24]([CH2:27][OH:28])=[CH:23][CH:22]=3)[N:17]=2)[CH3:35])[CH2:10][CH2:11]1)=[O:4]. The yield is 0.750. (2) The reactants are [Br:1][C:2]1[CH:7]=[CH:6][C:5]([C:8](=[O:10])[CH3:9])=[CH:4][CH:3]=1.[Li+].C[Si]([N-][Si](C)(C)C)(C)C.[C:21](OCC)(=[O:27])[C:22]([O:24][CH2:25][CH3:26])=[O:23]. The catalyst is C1COCC1. The product is [Br:1][C:2]1[CH:7]=[CH:6][C:5]([C:8](=[O:10])[CH2:9][C:21](=[O:27])[C:22]([O:24][CH2:25][CH3:26])=[O:23])=[CH:4][CH:3]=1. The yield is 0.333. (3) The reactants are [Cl:1][C:2]1[CH:3]=[CH:4][C:5]([NH:8][C:9]([C:11]2[CH:16]=[CH:15][CH:14]=[CH:13][C:12]=2[NH:17][C:18]([C:20]2[CH:25]=[CH:24][C:23]([C:26]#[N:27])=[CH:22][CH:21]=2)=[O:19])=[O:10])=[N:6][CH:7]=1.[BH4-].[Na+]. The catalyst is CN(C=O)C.[Co](Cl)Cl. The product is [NH2:27][CH2:26][C:23]1[CH:22]=[CH:21][C:20]([C:18]([NH:17][C:12]2[CH:13]=[CH:14][CH:15]=[CH:16][C:11]=2[C:9](=[O:10])[NH:8][C:5]2[CH:4]=[CH:3][C:2]([Cl:1])=[CH:7][N:6]=2)=[O:19])=[CH:25][CH:24]=1. The yield is 0.300. (4) The reactants are [Cl:1][C:2]1[CH:3]=[C:4]([CH:9]=[CH:10][CH:11]=1)[C:5](=[S:8])[NH:6][NH2:7].[Cl:12][C:13]1[CH:30]=[CH:29][CH:28]=[CH:27][C:14]=1[CH2:15][N:16]1[C:24]2[C:19](=[CH:20][CH:21]=[CH:22][CH:23]=2)[C:18](=O)[C:17]1=[O:26]. The catalyst is C(O)C.CC(O)=O. The product is [Cl:1][C:2]1[CH:3]=[C:4]([C:5]2[S:8][C:18]3([C:19]4[C:24](=[CH:23][CH:22]=[CH:21][CH:20]=4)[N:16]([CH2:15][C:14]4[CH:27]=[CH:28][CH:29]=[CH:30][C:13]=4[Cl:12])[C:17]3=[O:26])[NH:7][N:6]=2)[CH:9]=[CH:10][CH:11]=1. The yield is 0.850.